Dataset: Reaction yield outcomes from USPTO patents with 853,638 reactions. Task: Predict the reaction yield, written as a fraction of the theoretical maximum amount of product (1.0 means a 100% yield; for example, 0.34 means a 34% yield). (1) The reactants are [F:1][C:2]1[C:3]([NH2:10])=[N:4][C:5](SC)=[N:6][CH:7]=1.O[O:12][S:13]([O-:15])=O.[K+].S(=O)(O)[O-].[Na+].[CH3:22]O. The catalyst is O. The product is [F:1][C:2]1[C:3]([NH2:10])=[N:4][C:5]([S:13]([CH3:22])(=[O:15])=[O:12])=[N:6][CH:7]=1. The yield is 0.630. (2) The reactants are Cl.[F:2][C:3]1[CH:8]=[CH:7][C:6]([CH:9]2[CH2:14][CH2:13][N:12]([C:15]([C:17]3[C:21]4[CH2:22][NH:23][CH2:24][CH2:25][C:20]=4[NH:19][N:18]=3)=[O:16])[CH2:11][CH2:10]2)=[C:5]([C:26]([F:29])([F:28])[F:27])[CH:4]=1.C(N(C(C)C)CC)(C)C.[CH3:39][S:40](Cl)(=[O:42])=[O:41]. The catalyst is CN(C=O)C. The product is [F:2][C:3]1[CH:8]=[CH:7][C:6]([CH:9]2[CH2:14][CH2:13][N:12]([C:15]([C:17]3[C:21]4[CH2:22][N:23]([S:40]([CH3:39])(=[O:42])=[O:41])[CH2:24][CH2:25][C:20]=4[NH:19][N:18]=3)=[O:16])[CH2:11][CH2:10]2)=[C:5]([C:26]([F:29])([F:27])[F:28])[CH:4]=1. The yield is 0.100.